This data is from Full USPTO retrosynthesis dataset with 1.9M reactions from patents (1976-2016). The task is: Predict the reactants needed to synthesize the given product. (1) Given the product [Cl:10][C:8]1[C:7]([F:11])=[C:6]([CH:12]2[CH2:13][N:14]([C:16]([O:18][C:19]([CH3:22])([CH3:21])[CH3:20])=[O:17])[CH2:15]2)[C:5]([O:23][CH3:24])=[C:4]([CH:1]([OH:3])[CH3:2])[CH:9]=1, predict the reactants needed to synthesize it. The reactants are: [C:1]([C:4]1[C:5]([O:23][CH3:24])=[C:6]([CH:12]2[CH2:15][N:14]([C:16]([O:18][C:19]([CH3:22])([CH3:21])[CH3:20])=[O:17])[CH2:13]2)[C:7]([F:11])=[C:8]([Cl:10])[CH:9]=1)(=[O:3])[CH3:2].[BH4-].[Na+]. (2) Given the product [CH2:2]([N:9]1[CH2:15][CH2:14][CH2:13][CH:12]([CH:16]([OH:17])[CH3:18])[CH2:11][CH2:10]1)[C:3]1[CH:8]=[CH:7][CH:6]=[CH:5][CH:4]=1, predict the reactants needed to synthesize it. The reactants are: Cl.[CH2:2]([N:9]1[CH2:15][CH2:14][CH2:13][CH:12]([CH:16]=[O:17])[CH2:11][CH2:10]1)[C:3]1[CH:8]=[CH:7][CH:6]=[CH:5][CH:4]=1.[CH3:18][Mg]Br.CO.